Task: Predict the reactants needed to synthesize the given product.. Dataset: Full USPTO retrosynthesis dataset with 1.9M reactions from patents (1976-2016) (1) Given the product [O:35]1[CH:36]=[CH:37][C:33]([NH:32][C:17](=[O:20])[NH:1][C:2]2[CH:7]=[CH:6][C:5]([B:8]3[O:16][C:13]([CH3:15])([CH3:14])[C:10]([CH3:11])([CH3:12])[O:9]3)=[CH:4][CH:3]=2)=[N:34]1, predict the reactants needed to synthesize it. The reactants are: [NH2:1][C:2]1[CH:7]=[CH:6][C:5]([B:8]2[O:16][C:13]([CH3:15])([CH3:14])[C:10]([CH3:12])([CH3:11])[O:9]2)=[CH:4][CH:3]=1.[C:17](=[O:20])(O)[O-].[Na+].C1(OC(Cl)=O)C=CC=CC=1.[NH2:32][C:33]1[CH:37]=[CH:36][O:35][N:34]=1. (2) Given the product [ClH:24].[NH2:1][C:2]1[C:23]([Cl:24])=[CH:22][C:5]([C:6]([NH:8][CH:9]2[CH2:14][CH2:13][NH:12][CH2:11][CH2:10]2)=[O:7])=[C:4]([O:25][CH3:26])[CH:3]=1, predict the reactants needed to synthesize it. The reactants are: [NH2:1][C:2]1[C:23]([Cl:24])=[CH:22][C:5]([C:6]([NH:8][CH:9]2[CH2:14][CH2:13][N:12](C(OC(C)(C)C)=O)[CH2:11][CH2:10]2)=[O:7])=[C:4]([O:25][CH3:26])[CH:3]=1.Cl.